This data is from CYP2D6 inhibition data for predicting drug metabolism from PubChem BioAssay. The task is: Regression/Classification. Given a drug SMILES string, predict its absorption, distribution, metabolism, or excretion properties. Task type varies by dataset: regression for continuous measurements (e.g., permeability, clearance, half-life) or binary classification for categorical outcomes (e.g., BBB penetration, CYP inhibition). Dataset: cyp2d6_veith. The drug is Cc1cc(C)c(NC(=O)NC(=O)c2ccc(F)cc2)c(C)n1. The result is 0 (non-inhibitor).